From a dataset of Reaction yield outcomes from USPTO patents with 853,638 reactions. Predict the reaction yield, written as a fraction of the theoretical maximum amount of product (1.0 means a 100% yield; for example, 0.34 means a 34% yield). The reactants are [CH2:1]([O:8][C:9]([N:11]1[CH2:16][CH2:15][CH:14]([C:17](=[O:26])[NH:18][C:19]2[CH:24]=[C:23](Cl)[N:22]=[CH:21][N:20]=2)[CH2:13][CH2:12]1)=[O:10])[C:2]1[CH:7]=[CH:6][CH:5]=[CH:4][CH:3]=1.[F:27][C:28]1[CH:29]=[CH:30][C:31]([O:37][CH3:38])=[C:32](B(O)O)[CH:33]=1.C1(P(C2C=CC=CC=2)C2C=CC=CC=2)C=CC=CC=1. The catalyst is C(=O)([O-])[O-].[Na+].[Na+].O1CCOCC1.C([O-])(=O)C.[Pd+2].C([O-])(=O)C. The product is [CH2:1]([O:8][C:9]([N:11]1[CH2:16][CH2:15][CH:14]([C:17](=[O:26])[NH:18][C:19]2[CH:24]=[C:23]([C:30]3[CH:29]=[C:28]([F:27])[CH:33]=[CH:32][C:31]=3[O:37][CH3:38])[N:22]=[CH:21][N:20]=2)[CH2:13][CH2:12]1)=[O:10])[C:2]1[CH:7]=[CH:6][CH:5]=[CH:4][CH:3]=1. The yield is 0.520.